This data is from Forward reaction prediction with 1.9M reactions from USPTO patents (1976-2016). The task is: Predict the product of the given reaction. (1) Given the reactants FC(F)(F)C(O)=O.[Br:8][C:9]1[CH:10]=[C:11]2[C:16](=[CH:17][CH:18]=1)[N:15]=[C:14](I)[N:13]=[CH:12]2.[N:20]1([CH2:26][CH2:27][CH2:28][O:29][C:30]2[CH:35]=[CH:34][C:33]([NH2:36])=[CH:32][CH:31]=2)[CH2:25][CH2:24][CH2:23][CH2:22][CH2:21]1, predict the reaction product. The product is: [Br:8][C:9]1[CH:10]=[C:11]2[C:16](=[CH:17][CH:18]=1)[N:15]=[C:14]([NH:36][C:33]1[CH:34]=[CH:35][C:30]([O:29][CH2:28][CH2:27][CH2:26][N:20]3[CH2:25][CH2:24][CH2:23][CH2:22][CH2:21]3)=[CH:31][CH:32]=1)[N:13]=[CH:12]2. (2) Given the reactants [NH:1]1[CH2:6][CH2:5][CH2:4][CH:3]([C:7]2[CH:8]=[CH:9][C:10]3[O:24][CH2:23][C:13]4([C:21]5[C:16](=[CH:17][CH:18]=[CH:19][CH:20]=5)[NH:15][C:14]4=[O:22])[C:11]=3[CH:12]=2)[CH2:2]1.C(N(CC)CC)C.[C:32](O[C:32]([O:34][C:35]([CH3:38])([CH3:37])[CH3:36])=[O:33])([O:34][C:35]([CH3:38])([CH3:37])[CH3:36])=[O:33], predict the reaction product. The product is: [O:22]=[C:14]1[C:13]2([C:11]3[CH:12]=[C:7]([CH:3]4[CH2:4][CH2:5][CH2:6][N:1]([C:32]([O:34][C:35]([CH3:38])([CH3:37])[CH3:36])=[O:33])[CH2:2]4)[CH:8]=[CH:9][C:10]=3[O:24][CH2:23]2)[C:21]2[C:16](=[CH:17][CH:18]=[CH:19][CH:20]=2)[NH:15]1. (3) Given the reactants [NH:1]1[C:9]2[CH2:8][CH2:7][N:6]([C:10]([O:12][C:13]([CH3:16])([CH3:15])[CH3:14])=[O:11])[CH2:5][C:4]=2[CH:3]=[C:2]1[C:17]([O:19]CC)=[O:18].[OH-].[Na+], predict the reaction product. The product is: [C:13]([O:12][C:10]([N:6]1[CH2:7][CH2:8][C:9]2[NH:1][C:2]([C:17]([OH:19])=[O:18])=[CH:3][C:4]=2[CH2:5]1)=[O:11])([CH3:16])([CH3:14])[CH3:15]. (4) The product is: [O:35]=[C:30]1[CH2:31][CH2:32][C:33](=[O:34])[N:29]1[O:28][C:71](=[O:73])[C@@H:70]([NH:42][C:24](=[O:26])[CH2:23][CH2:22][CH2:21][CH2:20][CH2:19][CH2:18][CH2:17][CH2:16][CH2:15][CH2:14][CH2:13][CH2:12][CH2:11][CH2:10][C:9]([O:8][CH2:1][C:2]1[CH:3]=[CH:4][CH:5]=[CH:6][CH:7]=1)=[O:27])[CH2:69][CH2:68][C:66]([O:65][CH2:64][C:61]1[CH:62]=[CH:63][CH:58]=[CH:59][CH:60]=1)=[O:67]. Given the reactants [CH2:1]([O:8][C:9](=[O:27])[CH2:10][CH2:11][CH2:12][CH2:13][CH2:14][CH2:15][CH2:16][CH2:17][CH2:18][CH2:19][CH2:20][CH2:21][CH2:22][CH2:23][C:24]([OH:26])=O)[C:2]1[CH:7]=[CH:6][CH:5]=[CH:4][CH:3]=1.[OH:28][N:29]1[C:33](=[O:34])[CH2:32][CH2:31][C:30]1=[O:35].C1([N:42]=C=NC2CCCCC2)CCCCC1.C(N(CC)CC)C.[CH:58]1[CH:63]=[CH:62][C:61]([CH2:64][O:65][C:66]([C@@H:68](N)[CH2:69][CH2:70][C:71]([OH:73])=O)=[O:67])=[CH:60][CH:59]=1.CS(O)(=O)=O, predict the reaction product. (5) Given the reactants [CH3:1][C:2]1[C:3]([C:7]([O:9][CH3:10])=[O:8])=[CH:4][NH:5][CH:6]=1.[F:11][C:12]([F:21])([F:20])[C:13]1[CH:14]=[C:15](I)[CH:16]=[CH:17][CH:18]=1.C(=O)([O-])[O-].[K+].[K+], predict the reaction product. The product is: [CH3:1][C:2]1[C:3]([C:7]([O:9][CH3:10])=[O:8])=[CH:4][N:5]([C:17]2[CH:16]=[CH:15][CH:14]=[C:13]([C:12]([F:21])([F:20])[F:11])[CH:18]=2)[CH:6]=1. (6) Given the reactants [F:1][C:2]1[CH:22]=[C:21]([F:23])[CH:20]=[CH:19][C:3]=1[CH2:4][N:5]1[C:9]2=[CH:10][N:11](C(OCC)=O)[CH:12]=[CH:13][C:8]2=[CH:7][CH2:6]1.N1C2=CN=C(C(OCC)=[O:34])C=C2C=C1.[H-].[Na+].FC1C=C(F)C=CC=1CBr.C[N:51]([CH:53]=[O:54])C, predict the reaction product. The product is: [F:1][C:2]1[CH:22]=[C:21]([F:23])[CH:20]=[CH:19][C:3]=1[CH2:4][N:5]1[C:9]2=[CH:10][N:11]=[C:12]([C:53]([NH:51][OH:34])=[O:54])[CH:13]=[C:8]2[CH:7]=[CH:6]1.